From a dataset of Forward reaction prediction with 1.9M reactions from USPTO patents (1976-2016). Predict the product of the given reaction. (1) Given the reactants FC(F)(F)C(O)=O.[CH3:8][O:9][C:10]1[C:11]2[N:18]=[C:17]([NH:19][C:20]([N:22]3CC[CH:24]([NH2:27])[CH2:23]3)=[O:21])[S:16][C:12]=2[N:13]=[CH:14][N:15]=1.[F:28][C:29]1[CH:36]=[CH:35][C:32]([CH:33]=O)=[CH:31][C:30]=1[C:37]([F:40])([F:39])[F:38].C(O[BH-](OC(=O)C)OC(=O)C)(=O)C.[Na+].C(N(CC)CC)C, predict the reaction product. The product is: [F:28][C:29]1[CH:36]=[CH:35][C:32]([CH2:33][NH:27][CH2:24][CH2:23][NH:22][C:20]([NH:19][C:17]2[S:16][C:12]3[N:13]=[CH:14][N:15]=[C:10]([O:9][CH3:8])[C:11]=3[N:18]=2)=[O:21])=[CH:31][C:30]=1[C:37]([F:38])([F:39])[F:40]. (2) Given the reactants Br[C:2]1[CH:7]=[CH:6][C:5]([C:8]2([C:11]3[N:15]4[CH2:16][CH2:17][S:18][C:19]([CH2:22][O:23][Si:24]([C:27]([CH3:30])([CH3:29])[CH3:28])([CH3:26])[CH3:25])([CH3:21])[CH2:20][C:14]4=[N:13][N:12]=3)[CH2:10][CH2:9]2)=[CH:4][CH:3]=1.[CH3:31][N:32]1[C:36](B2OC(C)(C)C(C)(C)O2)=[CH:35][CH:34]=[N:33]1.C(=O)([O-])[O-].[K+].[K+].C(=O)([O-])O.[Na+], predict the reaction product. The product is: [Si:24]([O:23][CH2:22][C:19]1([CH3:21])[S:18][CH2:17][CH2:16][N:15]2[C:11]([C:8]3([C:5]4[CH:6]=[CH:7][C:2]([C:36]5[N:32]([CH3:31])[N:33]=[CH:34][CH:35]=5)=[CH:3][CH:4]=4)[CH2:10][CH2:9]3)=[N:12][N:13]=[C:14]2[CH2:20]1)([C:27]([CH3:30])([CH3:29])[CH3:28])([CH3:26])[CH3:25]. (3) Given the reactants Br[C:2]1[CH:3]=[CH:4][C:5]([C:8]2[CH2:12][CH:11]([CH:13]([C:15]3[CH:20]=[CH:19][CH:18]=[CH:17][CH:16]=3)[OH:14])[O:10][N:9]=2)=[N:6][CH:7]=1.[F:21][C:22]1[CH:23]=[C:24]([N:42]2[CH2:46][C@H:45]([CH2:47][N:48]3[CH:52]=[CH:51][N:50]=[N:49]3)[O:44][C:43]2=[O:53])[CH:25]=[CH:26][C:27]=1C1C=[N+]([O-])C(C2CC(CO)ON=2)=CC=1.C(=O)([O-])[O-].[K+].[K+], predict the reaction product. The product is: [F:21][C:22]1[CH:23]=[C:24]([N:42]2[CH2:46][C@H:45]([CH2:47][N:48]3[CH:52]=[CH:51][N:50]=[N:49]3)[O:44][C:43]2=[O:53])[CH:25]=[CH:26][C:27]=1[C:2]1[CH:7]=[N:6][C:5]([C:8]2[CH2:12][CH:11]([CH:13]([OH:14])[C:15]3[CH:20]=[CH:19][CH:18]=[CH:17][CH:16]=3)[O:10][N:9]=2)=[CH:4][CH:3]=1.